Task: Regression. Given a peptide amino acid sequence and an MHC pseudo amino acid sequence, predict their binding affinity value. This is MHC class I binding data.. Dataset: Peptide-MHC class I binding affinity with 185,985 pairs from IEDB/IMGT (1) The peptide sequence is PSEVSPIAQ. The MHC is HLA-A11:01 with pseudo-sequence HLA-A11:01. The binding affinity (normalized) is 0.0847. (2) The peptide sequence is WAIQCYTGV. The MHC is HLA-B27:05 with pseudo-sequence HLA-B27:05. The binding affinity (normalized) is 0.213. (3) The peptide sequence is YVFPVIFSR. The MHC is HLA-B14:01 with pseudo-sequence HLA-B14:02. The binding affinity (normalized) is 0.131. (4) The peptide sequence is ALDISFTGA. The MHC is HLA-A30:02 with pseudo-sequence HLA-A30:02. The binding affinity (normalized) is 0.213.